This data is from Forward reaction prediction with 1.9M reactions from USPTO patents (1976-2016). The task is: Predict the product of the given reaction. (1) Given the reactants [NH2:1][C:2]1[CH:7]=[CH:6][C:5]([Cl:8])=[CH:4][N:3]=1.C(N(CC)CC)C.Cl[C:17](=[O:23])[C:18]([O:20][CH2:21]C)=[O:19].C(=O)(O)[O-].[Na+], predict the reaction product. The product is: [Cl:8][C:5]1[CH:6]=[CH:7][C:2]([NH:1][C:17](=[O:23])[C:18]([O:20][CH3:21])=[O:19])=[N:3][CH:4]=1. (2) Given the reactants [C:1]1([C:7]2[NH:8][CH:9]=[C:10]([C:12]3[CH:19]=[CH:18][C:15]([C:16]#[N:17])=[CH:14][CH:13]=3)[N:11]=2)[CH:6]=[CH:5][CH:4]=[CH:3][CH:2]=1.C1C(=O)N([I:27])C(=O)C1, predict the reaction product. The product is: [I:27][C:9]1[NH:8][C:7]([C:1]2[CH:6]=[CH:5][CH:4]=[CH:3][CH:2]=2)=[N:11][C:10]=1[C:12]1[CH:13]=[CH:14][C:15]([C:16]#[N:17])=[CH:18][CH:19]=1.